This data is from Full USPTO retrosynthesis dataset with 1.9M reactions from patents (1976-2016). The task is: Predict the reactants needed to synthesize the given product. (1) Given the product [S:72]([C:11]1[CH:16]=[CH:15][C:14]([CH3:17])=[CH:13][CH:12]=1)([OH:74])(=[O:76])=[O:73].[Cl:2][C:3]1[CH:4]=[C:5]([CH:24]=[CH:25][C:26]=1[O:27][CH2:28][C:29]1[CH:34]=[CH:33][CH:32]=[C:31]([F:35])[CH:30]=1)[NH:6][C:7]1[C:16]2[C:11](=[CH:12][CH:13]=[C:14]([C:17]3[O:21][C:20]([CH:22]=[O:23])=[CH:19][CH:18]=3)[CH:15]=2)[N:10]=[CH:9][N:8]=1, predict the reactants needed to synthesize it. The reactants are: Cl.[Cl:2][C:3]1[CH:4]=[C:5]([CH:24]=[CH:25][C:26]=1[O:27][CH2:28][C:29]1[CH:34]=[CH:33][CH:32]=[C:31]([F:35])[CH:30]=1)[NH:6][C:7]1[C:16]2[C:11](=[CH:12][CH:13]=[C:14]([C:17]3[O:21][C:20]([CH:22]=[O:23])=[CH:19][CH:18]=3)[CH:15]=2)[N:10]=[CH:9][N:8]=1.ClC1C=C(NC2C3C(=CC=C(C4OC(CNCC[S:72](C)(=[O:74])=[O:73])=CC=4)C=3)N=CN=2)C=CC=1OCC1C=CC=C(F)C=1.[OH-:76].[Na+]. (2) Given the product [Cl:1][C:2]1[N:3]([CH2:27][C:24]([OH:25])([CH3:26])[CH2:23][N:11]([CH3:10])[C:12](=[O:22])[O:13][CH2:14][C:15]2[CH:16]=[CH:17][C:18]([F:21])=[CH:19][CH:20]=2)[CH:4]=[C:5]([N+:7]([O-:9])=[O:8])[N:6]=1, predict the reactants needed to synthesize it. The reactants are: [Cl:1][C:2]1[NH:3][CH:4]=[C:5]([N+:7]([O-:9])=[O:8])[N:6]=1.[CH3:10][N:11]([CH2:23][C:24]1([CH3:27])[CH2:26][O:25]1)[C:12](=[O:22])[O:13][CH2:14][C:15]1[CH:20]=[CH:19][C:18]([F:21])=[CH:17][CH:16]=1.C([O-])(=O)C.[Na+]. (3) Given the product [C:12]([O:11][C:10]([NH:9][CH:3]([C:4]([O:7][CH3:8])([CH3:5])[CH3:6])[C:2]([OH:18])=[O:1])=[O:16])([CH3:15])([CH3:14])[CH3:13], predict the reactants needed to synthesize it. The reactants are: [OH:1][CH2:2][CH:3]([NH:9][C:10](=[O:16])[O:11][C:12]([CH3:15])([CH3:14])[CH3:13])[C:4]([O:7][CH3:8])([CH3:6])[CH3:5].C(=O)([O-])[OH:18].[Na+].[Br-].[K+].Cl[O-].[Na+]. (4) Given the product [F:30][C:27]([F:29])([F:28])[C:25]1[CH:24]=[C:6]([CH:5]=[C:4]([C:3]([F:2])([F:31])[F:32])[CH:26]=1)[C:7]([N:9]1[CH2:14][CH2:13][N:12]([CH2:4][C:5]#[C:6][CH2:7][N:9]2[CH2:14][CH2:33][O:36][CH2:11][CH2:10]2)[CH2:11][C@H:10]1[CH2:15][C:16]1[CH:21]=[CH:20][C:19]([Cl:22])=[C:18]([Cl:23])[CH:17]=1)=[O:8], predict the reactants needed to synthesize it. The reactants are: Cl.[F:2][C:3]([F:32])([F:31])[C:4]1[CH:5]=[C:6]([CH:24]=[C:25]([C:27]([F:30])([F:29])[F:28])[CH:26]=1)[C:7]([N:9]1[CH2:14][CH2:13][NH:12][CH2:11][C@H:10]1[CH2:15][C:16]1[CH:21]=[CH:20][C:19]([Cl:22])=[C:18]([Cl:23])[CH:17]=1)=[O:8].[C:33](=[O:36])([O-])[O-].[K+].[K+]. (5) Given the product [NH2:1][CH:2]1[CH2:8][CH2:7][CH2:6][N:5]([C:9]2[C:10]3[O:31][CH:30]=[CH:29][C:11]=3[N:12]=[C:13]([NH:15][C:16]3[CH:28]=[CH:27][C:19]4[O:20][C:21]([CH3:26])([CH3:25])[C:22](=[O:24])[NH:23][C:18]=4[CH:17]=3)[N:14]=2)[CH2:4][CH:3]1[OH:32], predict the reactants needed to synthesize it. The reactants are: [NH2:1][CH:2]1[CH2:8][CH2:7][CH2:6][N:5]([C:9]2[C:10]3[O:31][CH:30]=[CH:29][C:11]=3[N:12]=[C:13]([NH:15][C:16]3[CH:28]=[CH:27][C:19]4[O:20][C:21]([CH3:26])([CH3:25])[C:22](=[O:24])[NH:23][C:18]=4[CH:17]=3)[N:14]=2)[CH2:4][CH:3]1[O:32][Si](C(C)(C)C)(C)C.CC(OC(OC(OC(C)(C)C)=O)=O)(C)C.ClC1N=C(Cl)C2OC=CC=2N=1.NC1C=CC2OC(C)(C)C(=O)NC=2C=1.CCCC[N+](CCCC)(CCCC)CCCC.[F-].